From a dataset of Experimentally validated miRNA-target interactions with 360,000+ pairs, plus equal number of negative samples. Binary Classification. Given a miRNA mature sequence and a target amino acid sequence, predict their likelihood of interaction. The miRNA is mmu-miR-1961 with sequence UGAGGUAGUAGUUAGAA. The protein sequence of the target gene is MAELDLMAPGPLPRATAQPPAPLSPDSGSPSPDSGSASPVEEEDVGSSEKLGRETEEQDSDSAEQGDPAGEGKEVLCDFCLDDTRRVKAVKSCLTCMVNYCEEHLQPHQVNIKLQSHLLTEPVKDHNWRYCPAHHSPLSAFCCPDQQCICQDCCQEHSGHTIVSLDAARRDKEAELQCTQLDLERKLKLNENAISRLQANQKSVLVSVSEVKAVAEMQFGELLAAVRKAQANVMLFLEEKEQAALSQANGIKAHLEYRSAEMEKSKQELERMAAISNTVQFLEEYCKFKNTEDITFPSVY.... Result: 0 (no interaction).